Dataset: Reaction yield outcomes from USPTO patents with 853,638 reactions. Task: Predict the reaction yield, written as a fraction of the theoretical maximum amount of product (1.0 means a 100% yield; for example, 0.34 means a 34% yield). (1) The reactants are [F:1][C:2]1[CH:11]=[C:10]([N+:12]([O-])=O)[CH:9]=[CH:8][C:3]=1[C:4]([O:6][CH3:7])=[O:5]. The catalyst is CCO.[Pd]. The product is [NH2:12][C:10]1[CH:9]=[CH:8][C:3]([C:4]([O:6][CH3:7])=[O:5])=[C:2]([F:1])[CH:11]=1. The yield is 0.950. (2) The reactants are OC1C=CC=CN=1.[C:8]([O:12][C:13](=[O:41])[NH:14][C@H:15]([C@@H:33]1[CH2:37][C@@H:36]([CH2:38][CH3:39])[C:35](=[O:40])[O:34]1)[CH2:16][N:17]1[CH2:22][C:21](=[O:23])[N:20]([C:24]2[CH:29]=[CH:28][CH:27]=[CH:26][C:25]=2[Cl:30])[CH2:19][C:18]1([CH3:32])[CH3:31])([CH3:11])([CH3:10])[CH3:9].[CH2:42]([NH2:46])[CH:43]([CH3:45])[CH3:44]. The catalyst is O. The product is [C:8]([O:12][C:13](=[O:41])[NH:14][C@@H:15]([CH2:16][N:17]1[CH2:22][C:21](=[O:23])[N:20]([C:24]2[CH:29]=[CH:28][CH:27]=[CH:26][C:25]=2[Cl:30])[CH2:19][C:18]1([CH3:32])[CH3:31])[C@@H:33]([OH:34])[CH2:37][C@H:36]([C:35](=[O:40])[NH:46][CH2:42][CH:43]([CH3:45])[CH3:44])[CH2:38][CH3:39])([CH3:9])([CH3:10])[CH3:11]. The yield is 0.920.